The task is: Predict the reactants needed to synthesize the given product.. This data is from Full USPTO retrosynthesis dataset with 1.9M reactions from patents (1976-2016). (1) Given the product [Cl:21][C:22]1[CH:29]=[CH:28][C:25]([CH2:26][N:14]2[C:13](=[O:16])[C:12]([C:17]([O:19][CH3:20])=[O:18])=[CH:11][C:10]([C:4]3[CH:5]=[CH:6][C:7]([O:8][CH3:9])=[C:2]([F:1])[CH:3]=3)=[N:15]2)=[CH:24][CH:23]=1, predict the reactants needed to synthesize it. The reactants are: [F:1][C:2]1[CH:3]=[C:4]([C:10]2[CH:11]=[C:12]([C:17]([O:19][CH3:20])=[O:18])[C:13](=[O:16])[NH:14][N:15]=2)[CH:5]=[CH:6][C:7]=1[O:8][CH3:9].[Cl:21][C:22]1[CH:29]=[CH:28][C:25]([CH2:26]Cl)=[CH:24][CH:23]=1. (2) Given the product [F:24][CH:22]([F:23])[CH2:21][N:17]1[CH:18]=[CH:19][CH:20]=[C:15]([C:12]2[CH:13]=[CH:14][C:9]([OH:8])=[CH:10][CH:11]=2)[C:16]1=[O:25], predict the reactants needed to synthesize it. The reactants are: C([O:8][C:9]1[CH:14]=[CH:13][C:12]([C:15]2[C:16](=[O:25])[N:17]([CH2:21][CH:22]([F:24])[F:23])[CH:18]=[CH:19][CH:20]=2)=[CH:11][CH:10]=1)C1C=CC=CC=1. (3) The reactants are: [OH-].[K+].[CH3:3][N:4]([CH3:10])[CH2:5][CH2:6][CH2:7][NH:8][CH3:9].F[C:12]1[CH:17]=[CH:16][C:15]([N+:18]([O-:20])=[O:19])=[CH:14][CH:13]=1.Cl. Given the product [CH3:3][N:4]([CH3:10])[CH2:5][CH2:6][CH2:7][N:8]([CH3:9])[C:12]1[CH:17]=[CH:16][C:15]([N+:18]([O-:20])=[O:19])=[CH:14][CH:13]=1, predict the reactants needed to synthesize it. (4) Given the product [C:1]([O:5][C:6]([N:8]1[CH2:13][CH2:12][N:11]([CH2:14][CH2:15][N:16]2[C:17]3[N:18]=[C:19]([Cl:30])[N:20]=[C:21]([N:24]4[CH2:29][CH2:28][O:27][CH2:26][CH2:25]4)[C:22]=3[N:23]=[N:31]2)[CH2:10][CH2:9]1)=[O:7])([CH3:4])([CH3:2])[CH3:3], predict the reactants needed to synthesize it. The reactants are: [C:1]([O:5][C:6]([N:8]1[CH2:13][CH2:12][N:11]([CH2:14][CH2:15][NH:16][C:17]2[C:22]([NH2:23])=[C:21]([N:24]3[CH2:29][CH2:28][O:27][CH2:26][CH2:25]3)[N:20]=[C:19]([Cl:30])[N:18]=2)[CH2:10][CH2:9]1)=[O:7])([CH3:4])([CH3:3])[CH3:2].[N:31]([O-])=O.[Na+]. (5) Given the product [Cl:1][C:2]1[CH:3]=[CH:4][C:5]([CH:8]([C:13]2[C:21]3[C:16](=[C:17]([CH2:22][S:23]([CH3:24])=[O:36])[CH:18]=[CH:19][CH:20]=3)[NH:15][CH:14]=2)[CH2:9][CH2:10][CH2:11][OH:12])=[CH:6][CH:7]=1, predict the reactants needed to synthesize it. The reactants are: [Cl:1][C:2]1[CH:7]=[CH:6][C:5]([CH:8]([C:13]2[C:21]3[C:16](=[C:17]([CH2:22][S:23][CH3:24])[CH:18]=[CH:19][CH:20]=3)[NH:15][CH:14]=2)[CH2:9][CH2:10][CH2:11][OH:12])=[CH:4][CH:3]=1.ClCCl.ClC1C=CC=C(C(OO)=[O:36])C=1. (6) Given the product [F:1][C:2]1[CH:8]=[C:7]([F:9])[CH:6]=[C:5]([CH2:11][S:10][CH3:12])[C:3]=1[NH2:4], predict the reactants needed to synthesize it. The reactants are: [F:1][C:2]1[CH:8]=[C:7]([F:9])[CH:6]=[CH:5][C:3]=1[NH2:4].[S:10]([CH3:12])[CH3:11].C1C(=O)N(Cl)C(=O)C1.